This data is from Full USPTO retrosynthesis dataset with 1.9M reactions from patents (1976-2016). The task is: Predict the reactants needed to synthesize the given product. Given the product [O:27]1[CH2:32][CH2:31][CH:30]([C:33]([N:9]2[CH2:8][C:7]3[CH:10]=[CH:11][C:12]([C:14]([O:16][CH3:17])=[O:15])=[CH:13][C:6]=3[O:5][CH2:4][C@@H:3]2[C:2]([F:1])([F:18])[F:19])=[O:34])[CH2:29][CH2:28]1, predict the reactants needed to synthesize it. The reactants are: [F:1][C:2]([F:19])([F:18])[C@@H:3]1[NH:9][CH2:8][C:7]2[CH:10]=[CH:11][C:12]([C:14]([O:16][CH3:17])=[O:15])=[CH:13][C:6]=2[O:5][CH2:4]1.CCN(CC)CC.[O:27]1[CH2:32][CH2:31][CH:30]([C:33](Cl)=[O:34])[CH2:29][CH2:28]1.